From a dataset of Catalyst prediction with 721,799 reactions and 888 catalyst types from USPTO. Predict which catalyst facilitates the given reaction. (1) Reactant: Cl.[CH3:2][O:3][C:4]([C:6]1([NH2:12])[CH2:11][CH2:10][CH2:9][CH2:8][CH2:7]1)=[O:5].C(N(C(C)C)CC)(C)C.[CH3:22][O:23][C:24]1[CH:29]=[CH:28][C:27]([S:30](Cl)(=[O:32])=[O:31])=[CH:26][CH:25]=1.Cl. Product: [CH3:22][O:23][C:24]1[CH:25]=[CH:26][C:27]([S:30]([NH:12][C:6]2([C:4]([O:3][CH3:2])=[O:5])[CH2:7][CH2:8][CH2:9][CH2:10][CH2:11]2)(=[O:32])=[O:31])=[CH:28][CH:29]=1. The catalyst class is: 34. (2) Reactant: [CH3:1][S:2](Cl)(=[O:4])=[O:3].[CH:6]([C@H:19]1[CH2:24][C@H:23]([OH:25])[CH2:22][CH2:21][O:20]1)([C:13]1[CH:18]=[CH:17][CH:16]=[CH:15][CH:14]=1)[C:7]1[CH:12]=[CH:11][CH:10]=[CH:9][CH:8]=1.C(N(CC)CC)C. Product: [CH:6]([C@H:19]1[CH2:24][C@H:23]([O:25][S:2]([CH3:1])(=[O:4])=[O:3])[CH2:22][CH2:21][O:20]1)([C:13]1[CH:18]=[CH:17][CH:16]=[CH:15][CH:14]=1)[C:7]1[CH:8]=[CH:9][CH:10]=[CH:11][CH:12]=1. The catalyst class is: 2. (3) Reactant: [ClH:1].C(O[C:5](=[NH:14])[C:6]1[CH:11]=[CH:10][CH:9]=[CH:8][C:7]=1[C:12]#[N:13])C.C(O[CH:18](OCC)[CH2:19][NH2:20])C. Product: [ClH:1].[NH:20]1[CH:19]=[CH:18][N:14]=[C:5]1[C:6]1[CH:11]=[CH:10][CH:9]=[CH:8][C:7]=1[C:12]#[N:13]. The catalyst class is: 5.